Dataset: Reaction yield outcomes from USPTO patents with 853,638 reactions. Task: Predict the reaction yield, written as a fraction of the theoretical maximum amount of product (1.0 means a 100% yield; for example, 0.34 means a 34% yield). (1) The reactants are I[C:2]1[CH:3]=[C:4]([CH:9]=[CH:10][C:11]=1[NH:12][C:13](=O)[C:14](F)(F)F)[C:5]([O:7][CH3:8])=[O:6].C([C:21]1[CH:26]=[CH:25][CH:24]=[CH:23][CH:22]=1)#C.CN(C)C(N(C)C)=N. The catalyst is CN(C)C=O.C1C=CC(P(C2C=CC=CC=2)C2C=CC=CC=2)=CC=1.C1C=CC(P(C2C=CC=CC=2)C2C=CC=CC=2)=CC=1.Cl[Pd]Cl.[Cu]I. The product is [C:21]1([C:13]2[NH:12][C:11]3[C:10]([CH:14]=2)=[CH:9][C:4]([C:5]([O:7][CH3:8])=[O:6])=[CH:3][CH:2]=3)[CH:26]=[CH:25][CH:24]=[CH:23][CH:22]=1. The yield is 0.500. (2) The reactants are [F:1][C:2]1[CH:3]=[C:4]2[C:9](=[C:10]([O:12][CH2:13][CH2:14][CH2:15][O:16][CH3:17])[CH:11]=1)[N:8]=[C:7]([CH3:18])[CH:6]=[CH:5]2.[Se](=O)=[O:20]. The catalyst is O1CCOCC1.O. The product is [F:1][C:2]1[CH:3]=[C:4]2[C:9](=[C:10]([O:12][CH2:13][CH2:14][CH2:15][O:16][CH3:17])[CH:11]=1)[N:8]=[C:7]([CH:18]=[O:20])[CH:6]=[CH:5]2. The yield is 0.890. (3) The reactants are [NH2:1][C:2]1[C:3]2[N:4]([C:8]([C@@H:26]3[CH2:30][CH2:29][CH2:28][NH:27]3)=[N:9][C:10]=2[C:11]2[CH:25]=[CH:24][C:14]([C:15]([NH:17][C:18]3[CH:23]=[CH:22][CH:21]=[CH:20][N:19]=3)=[O:16])=[CH:13][CH:12]=2)[CH:5]=[CH:6][N:7]=1.[CH:31]1([C:34]#[C:35][C:36](O)=[O:37])[CH2:33][CH2:32]1. No catalyst specified. The product is [NH2:1][C:2]1[C:3]2[N:4]([C:8]([C@@H:26]3[CH2:30][CH2:29][CH2:28][N:27]3[C:36](=[O:37])[C:35]#[C:34][CH:31]3[CH2:33][CH2:32]3)=[N:9][C:10]=2[C:11]2[CH:25]=[CH:24][C:14]([C:15]([NH:17][C:18]3[CH:23]=[CH:22][CH:21]=[CH:20][N:19]=3)=[O:16])=[CH:13][CH:12]=2)[CH:5]=[CH:6][N:7]=1. The yield is 0.260. (4) The reactants are [CH3:1][C:2]1([CH3:20])[CH2:6][C:5]2[C:7]([CH3:19])=[C:8]([N:13]3[CH2:18][CH2:17][NH:16][CH2:15][CH2:14]3)[C:9]([CH3:12])=[C:10]([CH3:11])[C:4]=2[O:3]1.Br[C:22]1[CH:23]=[CH:24][C:25]([O:28][CH3:29])=[N:26][CH:27]=1. No catalyst specified. The product is [CH3:29][O:28][C:25]1[N:26]=[CH:27][C:22]([N:16]2[CH2:15][CH2:14][N:13]([C:8]3[C:9]([CH3:12])=[C:10]([CH3:11])[C:4]4[O:3][C:2]([CH3:20])([CH3:1])[CH2:6][C:5]=4[C:7]=3[CH3:19])[CH2:18][CH2:17]2)=[CH:23][CH:24]=1. The yield is 0.370. (5) The reactants are C([NH:5][S:6]([C:9]1[S:10][C:11]([C:14]2[CH:19]=[C:18]([C:20]3[N:25]=[C:24]([C:26]4[CH:31]=[CH:30][C:29]([F:32])=[C:28]([F:33])[CH:27]=4)[CH:23]=[C:22]([C:34]([F:37])([F:36])[F:35])[N:21]=3)[CH:17]=[CH:16][N:15]=2)=[CH:12][CH:13]=1)(=[O:8])=[O:7])(C)(C)C.C(O)(C(F)(F)F)=O. The catalyst is ClCCl. The product is [F:33][C:28]1[CH:27]=[C:26]([C:24]2[CH:23]=[C:22]([C:34]([F:35])([F:36])[F:37])[N:21]=[C:20]([C:18]3[CH:17]=[CH:16][N:15]=[C:14]([C:11]4[S:10][C:9]([S:6]([NH2:5])(=[O:7])=[O:8])=[CH:13][CH:12]=4)[CH:19]=3)[N:25]=2)[CH:31]=[CH:30][C:29]=1[F:32]. The yield is 0.240. (6) The reactants are [N+:1]([C:4]1[C:13]2[C:8](=[CH:9][CH:10]=[CH:11][CH:12]=2)[C:7]([O:14][CH2:15][C:16]2[CH:21]=[CH:20][N:19]=[C:18]([NH2:22])[N:17]=2)=[CH:6][CH:5]=1)([O-])=O.[H][H]. The catalyst is C(Cl)Cl.CC(O)=O.[Pt]. The product is [NH2:1][C:4]1[C:13]2[C:8](=[CH:9][CH:10]=[CH:11][CH:12]=2)[C:7]([O:14][CH2:15][C:16]2[CH:21]=[CH:20][N:19]=[C:18]([NH2:22])[N:17]=2)=[CH:6][CH:5]=1. The yield is 0.640.